Dataset: Forward reaction prediction with 1.9M reactions from USPTO patents (1976-2016). Task: Predict the product of the given reaction. (1) Given the reactants [O:1]=[P:2]12[O:13]P3(OP(OP(O3)([O:9]1)=O)(=O)[O:3]2)=O.[N:15]1[C:22]([NH2:23])=[N:21][C:19]([NH2:20])=[N:18][C:16]=1[NH2:17], predict the reaction product. The product is: [P:2]([OH:13])([OH:9])([OH:3])=[O:1].[N:15]1[C:22]([NH2:23])=[N:21][C:19]([NH2:20])=[N:18][C:16]=1[NH2:17]. (2) Given the reactants [F:1][C:2]([F:36])([F:35])[C:3]1[CH:4]=[C:5]([C:13]([CH3:34])([CH3:33])[C:14]([N:16]([C:18]2[CH:19]=[N:20][C:21](Cl)=[CH:22][C:23]=2[C:24]2[CH:29]=[CH:28][C:27]([F:30])=[CH:26][C:25]=2[CH3:31])[CH3:17])=[O:15])[CH:6]=[C:7]([C:9]([F:12])([F:11])[F:10])[CH:8]=1.Cl.[CH:38]12[O:45][CH:42]([CH2:43][CH2:44]1)[CH2:41][NH:40][CH2:39]2.C(=O)([O-])[O-].[K+].[K+], predict the reaction product. The product is: [F:1][C:2]([F:36])([F:35])[C:3]1[CH:4]=[C:5]([C:13]([CH3:34])([CH3:33])[C:14]([N:16]([C:18]2[CH:19]=[N:20][C:21]([N:40]3[CH2:39][C@@H:38]4[O:45][C@@H:42]([CH2:43][CH2:44]4)[CH2:41]3)=[CH:22][C:23]=2[C:24]2[CH:29]=[CH:28][C:27]([F:30])=[CH:26][C:25]=2[CH3:31])[CH3:17])=[O:15])[CH:6]=[C:7]([C:9]([F:12])([F:11])[F:10])[CH:8]=1. (3) Given the reactants [F:1][C:2]1[CH:7]=[C:6]([F:8])[CH:5]=[CH:4][C:3]=1[C:9]1[CH:14]=[CH:13][CH:12]=[CH:11][CH:10]=1.Cl[S:16]([OH:19])(=[O:18])=[O:17], predict the reaction product. The product is: [F:1][C:2]1[CH:7]=[C:6]([F:8])[CH:5]=[CH:4][C:3]=1[C:9]1[CH:14]=[CH:13][C:12]([S:16]([OH:19])(=[O:18])=[O:17])=[CH:11][CH:10]=1.